From a dataset of Tox21: 12 toxicity assays (nuclear receptors and stress response pathways). Binary classification across 12 toxicity assays. (1) The compound is O=C(O)C(=O)Cc1ccccc1. It tested positive (active) for: SR-ARE (Antioxidant Response Element (oxidative stress)). (2) The drug is C=CCOc1cc(Cl)ccc1C(=O)NCCN(CC)CC. It tested positive (active) for: NR-ER (Estrogen Receptor agonist activity). (3) The compound is CNC(=O)N(C)c1nc2ccccc2s1. It tested positive (active) for: NR-AhR (Aryl hydrocarbon Receptor agonist activity), NR-ER (Estrogen Receptor agonist activity), and SR-ATAD5 (ATAD5 genotoxicity (DNA damage)). (4) The molecule is COc1cc(C(=O)NC2CCN(C)CC2)ccc1Nc1ncc2c(n1)N(C1CCCC1)CC(F)(F)C(=O)N2C. It tested positive (active) for: SR-ATAD5 (ATAD5 genotoxicity (DNA damage)).